Task: Predict the product of the given reaction.. Dataset: Forward reaction prediction with 1.9M reactions from USPTO patents (1976-2016) (1) Given the reactants [C:1]([C:5]1[CH:10]=[CH:9][C:8]([S:11]([NH:14][C:15]2[CH:20]=[CH:19][C:18]([Cl:21])=[CH:17][C:16]=2[C:22]2O[C:24]([CH2:27][O:28][CH:29]([CH3:31])[CH3:30])=[N:25][N:26]=2)(=[O:13])=[O:12])=[CH:7][CH:6]=1)([CH3:4])([CH3:3])[CH3:2].[CH3:32][NH2:33], predict the reaction product. The product is: [C:1]([C:5]1[CH:10]=[CH:9][C:8]([S:11]([NH:14][C:15]2[CH:20]=[CH:19][C:18]([Cl:21])=[CH:17][C:16]=2[C:22]2[N:33]([CH3:32])[C:24]([CH2:27][O:28][CH:29]([CH3:30])[CH3:31])=[N:25][N:26]=2)(=[O:12])=[O:13])=[CH:7][CH:6]=1)([CH3:3])([CH3:2])[CH3:4]. (2) Given the reactants [CH:1]1([C:4]2[N:5]=[C:6]([C:9]([NH2:11])=[NH:10])[S:7][CH:8]=2)[CH2:3][CH2:2]1.Br[CH2:13]C(=O)C(C)(C)C, predict the reaction product. The product is: [C:1]([C:4]1[N:5]=[C:6]([C:9]([NH2:11])=[NH:10])[S:7][CH:8]=1)([CH3:2])([CH3:3])[CH3:13]. (3) Given the reactants [Cl:1][C:2]1[CH:7]=[CH:6][C:5]([C:8]2[S:9][CH2:10][CH:11]([C:13]([OH:15])=O)[N:12]=2)=[CH:4][CH:3]=1.[NH2:16][C:17]1[CH:18]=[CH:19][C:20]([C:27]#[N:28])=[C:21]([C:23]([F:26])([F:25])[F:24])[CH:22]=1.CCN(C(C)C)C(C)C.C1CN([P+](Br)(N2CCCC2)N2CCCC2)CC1.F[P-](F)(F)(F)(F)F, predict the reaction product. The product is: [C:27]([C:20]1[CH:19]=[CH:18][C:17]([NH:16][C:13]([CH:11]2[CH2:10][S:9][C:8]([C:5]3[CH:4]=[CH:3][C:2]([Cl:1])=[CH:7][CH:6]=3)=[N:12]2)=[O:15])=[CH:22][C:21]=1[C:23]([F:24])([F:25])[F:26])#[N:28]. (4) Given the reactants [C:1]([O:5][C:6]([N:8]1[CH2:13][CH2:12][CH:11]([N:14]2[CH:18]=[C:17]([C:19]3[CH:20]=[N:21][C:22]([NH2:25])=[CH:23][CH:24]=3)[CH:16]=[N:15]2)[CH2:10][CH2:9]1)=[O:7])([CH3:4])([CH3:3])[CH3:2].C([O-])([O-])=O.[Na+].[Na+].[Br:32]Br.S([O-])([O-])(=O)=S.[Na+].[Na+].C(=O)(O)[O-].[Na+], predict the reaction product. The product is: [C:1]([O:5][C:6]([N:8]1[CH2:13][CH2:12][CH:11]([N:14]2[CH:18]=[C:17]([C:19]3[CH:20]=[N:21][C:22]([NH2:25])=[C:23]([Br:32])[CH:24]=3)[CH:16]=[N:15]2)[CH2:10][CH2:9]1)=[O:7])([CH3:4])([CH3:2])[CH3:3]. (5) The product is: [N:24]1[C:18]2[NH:17][C:16]3[CH:28]=[C:12]([CH2:11][N:6]4[CH:5]=[N:4][C:3]5[C:7]4=[N:8][CH:9]=[N:10][C:2]=5[C:58]#[C:57][C:55]([CH3:56])([OH:59])[CH3:54])[CH:13]=[CH:14][C:15]=3[S:20][C:19]=2[N:21]=[CH:22][CH:23]=1. Given the reactants I[C:2]1[N:10]=[CH:9][N:8]=[C:7]2[C:3]=1[N:4]=[CH:5][N:6]2[CH2:11][C:12]1[CH:13]=[CH:14][C:15]2[S:20][C:19]3[N:21]=[CH:22][CH:23]=[N:24][C:18]=3[N:17](COC)[C:16]=2[CH:28]=1.IC1N=CN=C2C=1N=CN2CC1C=CC2SC3N=CC=NC=3NC=2C=1.[CH3:54][C:55]([OH:59])([C:57]#[CH:58])[CH3:56], predict the reaction product.